From a dataset of Full USPTO retrosynthesis dataset with 1.9M reactions from patents (1976-2016). Predict the reactants needed to synthesize the given product. (1) Given the product [OH:1][C@@:2]1([C:9]#[C:10][C:11]2[CH:12]=[C:13]([C:17]3[N:22]=[C:21]([C:23]([NH2:34])=[O:24])[CH:20]=[C:19]([C:28]4[CH:33]=[N:32][CH:31]=[CH:30][N:29]=4)[CH:18]=3)[CH:14]=[CH:15][CH:16]=2)[CH2:6][CH2:5][N:4]([CH3:7])[C:3]1=[O:8], predict the reactants needed to synthesize it. The reactants are: [OH:1][C@@:2]1([C:9]#[C:10][C:11]2[CH:12]=[C:13]([C:17]3[N:22]=[C:21]([C:23](OCC)=[O:24])[CH:20]=[C:19]([C:28]4[CH:33]=[N:32][CH:31]=[CH:30][N:29]=4)[CH:18]=3)[CH:14]=[CH:15][CH:16]=2)[CH2:6][CH2:5][N:4]([CH3:7])[C:3]1=[O:8].[NH3:34]. (2) Given the product [CH:29]1([N:21]2[C:22]3[CH:27]=[CH:26][CH:25]=[CH:24][C:23]=3[N:19]([C:15]3[N:14]=[C:13]([C:7]4[CH:8]=[CH:9][C:10]([O:11][CH3:12])=[C:5]([O:4][CH3:3])[CH:6]=4)[CH:18]=[CH:17][N:16]=3)[C:20]2=[O:28])[CH2:33][CH2:32][CH2:31][CH2:30]1, predict the reactants needed to synthesize it. The reactants are: [H-].[Na+].[CH3:3][O:4][C:5]1[CH:6]=[C:7]([C:13]2[CH:18]=[CH:17][N:16]=[C:15]([N:19]3[C:23]4[CH:24]=[CH:25][CH:26]=[CH:27][C:22]=4[NH:21][C:20]3=[O:28])[N:14]=2)[CH:8]=[CH:9][C:10]=1[O:11][CH3:12].[CH:29]1(Br)[CH2:33][CH2:32][CH2:31][CH2:30]1. (3) Given the product [C:1]([CH:3]1[CH2:8][CH2:7][N:6]([C:9]([C@H:11]([NH:16][C:17]([C:19]2[C:27]3[C:22](=[N:23][CH:24]=[C:25]([C:40]4[S:39][C:38]([Cl:37])=[N:42][CH:41]=4)[N:26]=3)[N:21]([CH2:29][O:30][CH2:31][CH2:32][Si:33]([CH3:36])([CH3:35])[CH3:34])[CH:20]=2)=[O:18])[C:12]([CH3:15])([CH3:14])[CH3:13])=[O:10])[CH2:5][CH2:4]1)#[N:2], predict the reactants needed to synthesize it. The reactants are: [C:1]([CH:3]1[CH2:8][CH2:7][N:6]([C:9]([C@H:11]([NH:16][C:17]([C:19]2[C:27]3[C:22](=[N:23][CH:24]=[C:25](Br)[N:26]=3)[N:21]([CH2:29][O:30][CH2:31][CH2:32][Si:33]([CH3:36])([CH3:35])[CH3:34])[CH:20]=2)=[O:18])[C:12]([CH3:15])([CH3:14])[CH3:13])=[O:10])[CH2:5][CH2:4]1)#[N:2].[Cl:37][C:38]1[S:39][C:40](B2OC(C)(C)C(C)(C)O2)=[CH:41][N:42]=1.C(=O)([O-])[O-].[Cs+].[Cs+].O. (4) Given the product [BrH:1].[Br:1][C:2]1[CH:3]=[C:4]([OH:8])[CH:5]=[N:6][CH:7]=1, predict the reactants needed to synthesize it. The reactants are: [Br:1][C:2]1[CH:3]=[C:4]([O:8]C)[CH:5]=[N:6][CH:7]=1.[H-].[Na+].C[O-].[Na+]. (5) Given the product [N:41]1([O:22][C:14]2[C:15]([F:21])=[CH:16][C:17]([C:18]([NH2:25])=[O:20])=[C:12]([NH:11][C:5]3[CH:6]=[C:7]([O:9][CH3:10])[CH:8]=[C:3]([O:2][CH3:1])[CH:4]=3)[N:13]=2)[C:39]2[CH:40]=[CH:35][CH:36]=[CH:37][C:38]=2[N:43]=[N:42]1, predict the reactants needed to synthesize it. The reactants are: [CH3:1][O:2][C:3]1[CH:4]=[C:5]([NH:11][C:12]2[NH:13][C:14](=[O:22])[C:15]([F:21])=[CH:16][C:17]=2[C:18]([OH:20])=O)[CH:6]=[C:7]([O:9][CH3:10])[CH:8]=1.CC[N:25]=C=NCCCN(C)C.Cl.[CH:35]1[CH:36]=[CH:37][C:38]2[N:43](O)[N:42]=[N:41][C:39]=2[CH:40]=1.O.N. (6) Given the product [C:1]([C:3]1[CH:4]=[C:5]([C:13]2[S:17][C:16]([N:18]3[C:30]([CH3:31])=[C:21]4[CH2:22][N:23]([CH2:26][C:27]([NH:66][CH:67]([CH2:70][OH:71])[CH2:68][OH:69])=[O:28])[CH2:24][CH2:25][C:20]4=[N:19]3)=[N:15][N:14]=2)[CH:6]=[CH:7][C:8]=1[O:9][CH:10]([CH3:12])[CH3:11])#[N:2], predict the reactants needed to synthesize it. The reactants are: [C:1]([C:3]1[CH:4]=[C:5]([C:13]2[S:17][C:16]([N:18]3[C:30]([CH3:31])=[C:21]4[CH2:22][N:23]([CH2:26][C:27](O)=[O:28])[CH2:24][CH2:25][C:20]4=[N:19]3)=[N:15][N:14]=2)[CH:6]=[CH:7][C:8]=1[O:9][CH:10]([CH3:12])[CH3:11])#[N:2].CN(C(ON1N=NC2C=CC=NC1=2)=[N+](C)C)C.F[P-](F)(F)(F)(F)F.CCN(C(C)C)C(C)C.Cl.[NH2:66][CH:67]([CH2:70][OH:71])[CH2:68][OH:69]. (7) Given the product [Cl:1][C:2]1[N:6]([CH3:7])[N:5]=[C:4]([C:8]2[CH:13]=[CH:12][CH:11]=[CH:10][N:9]=2)[C:3]=1[CH:14]([C:20]1[CH:25]=[CH:24][C:23]([Cl:26])=[CH:22][C:21]=1[CH3:27])[CH2:15][CH2:16][C:17]([OH:19])=[O:18], predict the reactants needed to synthesize it. The reactants are: [Cl:1][C:2]1[N:6]([CH3:7])[N:5]=[C:4]([C:8]2[CH:13]=[CH:12][CH:11]=[CH:10][N:9]=2)[C:3]=1[CH:14]([C:20]1[CH:25]=[CH:24][C:23]([Cl:26])=[CH:22][C:21]=1[CH3:27])[CH2:15][CH2:16][C:17]([O-:19])=[O:18]. (8) Given the product [C:16]([C:4]1[CH:5]=[C:6]([CH2:8][N:10]2[CH2:15][CH2:14][O:13][CH2:12][CH2:11]2)[N:7]=[C:2]([NH2:1])[CH:3]=1)([CH3:19])([CH3:17])[CH3:18], predict the reactants needed to synthesize it. The reactants are: [NH2:1][C:2]1[N:7]=[C:6]([C:8]([N:10]2[CH2:15][CH2:14][O:13][CH2:12][CH2:11]2)=O)[CH:5]=[C:4]([C:16]([CH3:19])([CH3:18])[CH3:17])[CH:3]=1.CO.